Dataset: Full USPTO retrosynthesis dataset with 1.9M reactions from patents (1976-2016). Task: Predict the reactants needed to synthesize the given product. (1) Given the product [CH3:1][N:2]1[CH2:7][CH2:6][C:5](=[CH:14][C:12]([O:11][CH2:9][CH3:10])=[O:13])[CH2:4][CH2:3]1, predict the reactants needed to synthesize it. The reactants are: [CH3:1][N:2]1[CH2:7][CH2:6][C:5](=O)[CH2:4][CH2:3]1.[CH2:9]([O:11][C:12]([CH:14]=P(C1C=CC=CC=1)(C1C=CC=CC=1)C1C=CC=CC=1)=[O:13])[CH3:10]. (2) Given the product [F:1][C:2]1[CH:7]=[CH:6][C:5]([C:8]([C:16]2[CH:21]=[CH:20][C:19]([F:22])=[CH:18][CH:17]=2)([C:10]2[CH:15]=[CH:14][CH:13]=[CH:12][CH:11]=2)[Cl:26])=[CH:4][CH:3]=1, predict the reactants needed to synthesize it. The reactants are: [F:1][C:2]1[CH:7]=[CH:6][C:5]([C:8]([C:16]2[CH:21]=[CH:20][C:19]([F:22])=[CH:18][CH:17]=2)([C:10]2[CH:15]=[CH:14][CH:13]=[CH:12][CH:11]=2)O)=[CH:4][CH:3]=1.C([Cl:26])(=O)C. (3) Given the product [Br:41][C:42]1[CH:49]=[CH:48][C:47]([F:50])=[CH:46][C:43]=1[C@H:44]([OH:45])[CH2:4][CH3:5], predict the reactants needed to synthesize it. The reactants are: C([Zn][CH2:4][CH3:5])C.CCCCCC.COC1C=CC=CC=1[C@H](N[C@H](C1C=CC=CC=1)C)C1C2C(=CC=CC=2)C=CC=1O.[Br:41][C:42]1[CH:49]=[CH:48][C:47]([F:50])=[CH:46][C:43]=1[CH:44]=[O:45].Cl. (4) Given the product [Cl:21][C:16]1[CH:17]=[CH:18][CH:19]=[CH:20][C:15]=1[C@@H:14]1[O:13][C:12]2([CH2:25][CH2:24][CH2:23][CH2:22]2)[O:11][C@H:10]1[CH2:9][CH2:8][OH:7], predict the reactants needed to synthesize it. The reactants are: C([O:7][CH2:8][CH2:9][C@H:10]1[C@H:14]([C:15]2[CH:20]=[CH:19][CH:18]=[CH:17][C:16]=2[Cl:21])[O:13][C:12]2([CH2:25][CH2:24][CH2:23][CH2:22]2)[O:11]1)(=O)C(C)(C)C.C(OCC[C@H]1[C@H](C2C=CC=CC=2Cl)OC(CC)(CC)O1)(=O)C(C)(C)C.